Predict the product of the given reaction. From a dataset of Forward reaction prediction with 1.9M reactions from USPTO patents (1976-2016). (1) Given the reactants [OH:1][C:2]1[CH:7]=[CH:6][C:5]([CH2:8][CH2:9][C:10](=[O:15])[CH2:11][C:12](=[O:14])[CH3:13])=[CH:4][CH:3]=1.B(OB=O)=O.[OH:21][C:22]1[CH:29]=[CH:28][C:25]([CH:26]=O)=[C:24]([O:30][CH3:31])[CH:23]=1.B(OCCCC)(OCCCC)OCCCC.C(N)CCC.Cl.C([O-])(O)=O.[Na+], predict the reaction product. The product is: [OH:21][C:22]1[CH:29]=[CH:28][C:25](/[CH:26]=[CH:13]/[C:12](=[O:14])[CH2:11][C:10](=[O:15])[CH2:9][CH2:8][C:5]2[CH:4]=[CH:3][C:2]([OH:1])=[CH:7][CH:6]=2)=[C:24]([O:30][CH3:31])[CH:23]=1. (2) Given the reactants [NH:1]1[C:5]2=[N:6][CH:7]=[CH:8][CH:9]=[C:4]2[CH:3]=[C:2]1[C:10](OCC)=[O:11], predict the reaction product. The product is: [NH:1]1[C:5]2=[N:6][CH:7]=[CH:8][CH:9]=[C:4]2[CH:3]=[C:2]1[CH2:10][OH:11]. (3) Given the reactants [C:1]1([S:7]([C:10]2[CH:15]=[CH:14][CH:13]=[CH:12][CH:11]=2)(=[O:9])=[O:8])[CH:6]=[CH:5][CH:4]=[CH:3][CH:2]=1.BrC1C=CC(O)=CC=1[Cl:24].[F:25][C:26]1[CH:27]=[CH:28][C:29]([O:35][CH3:36])=[C:30](B(O)O)[CH:31]=1, predict the reaction product. The product is: [C:1]1([S:7]([C:10]2[CH:15]=[CH:14][C:13]([C:28]3[CH:27]=[C:26]([F:25])[CH:31]=[CH:30][C:29]=3[O:35][CH3:36])=[C:12]([Cl:24])[CH:11]=2)(=[O:9])=[O:8])[CH:2]=[CH:3][CH:4]=[CH:5][CH:6]=1.